Dataset: Full USPTO retrosynthesis dataset with 1.9M reactions from patents (1976-2016). Task: Predict the reactants needed to synthesize the given product. (1) Given the product [CH2:1]([C:3]1[CH:4]=[CH:5][C:6]([C@@H:9]([O:13][C:14]2[CH:15]=[C:16]3[C:20](=[CH:21][CH:22]=2)[N:19]([C:23]2[CH:24]=[CH:25][C:26]([F:29])=[CH:27][CH:28]=2)[N:18]=[CH:17]3)[C@@H:10]([NH:12][C:32](=[O:33])[C:31]([CH3:36])([CH3:35])[CH3:30])[CH3:11])=[CH:7][CH:8]=1)[CH3:2], predict the reactants needed to synthesize it. The reactants are: [CH2:1]([C:3]1[CH:8]=[CH:7][C:6]([C@@H:9]([O:13][C:14]2[CH:15]=[C:16]3[C:20](=[CH:21][CH:22]=2)[N:19]([C:23]2[CH:28]=[CH:27][C:26]([F:29])=[CH:25][CH:24]=2)[N:18]=[CH:17]3)[C@@H:10]([NH2:12])[CH3:11])=[CH:5][CH:4]=1)[CH3:2].[CH3:30][C:31]([CH3:36])([CH3:35])[C:32](Cl)=[O:33]. (2) Given the product [Br:28][C:17]1[CH:18]=[CH:19][C:20]2[N:8]([CH2:7][CH2:6][O:5][CH2:4][CH2:3][O:2][CH3:1])[C:9]3[C:14]([C:15]=2[CH:16]=1)=[CH:13][CH:12]=[CH:11][CH:10]=3, predict the reactants needed to synthesize it. The reactants are: [CH3:1][O:2][CH2:3][CH2:4][O:5][CH2:6][CH2:7][N:8]1[C:20]2[CH:19]=[CH:18][CH:17]=[CH:16][C:15]=2[C:14]2[C:9]1=[CH:10][CH:11]=[CH:12][CH:13]=2.C1C(=O)N([Br:28])C(=O)C1. (3) Given the product [C:27]1([C:17]2[N:18]=[C:19]([C:21]3[CH:22]=[CH:23][CH:24]=[CH:25][CH:26]=3)[N:20]=[C:15]([N:11]3[C:10]4[CH:9]=[C:8]5[C:33]([CH3:41])([CH3:40])[C:34]6[C:39]([C:7]5=[CH:6][C:5]=4[C:4]4[C:12]3=[CH:13][CH:14]=[C:2]([N:54]3[C:53]5[CH:52]=[C:51]7[C:73]([CH3:74])([CH3:75])[C:76]8[C:49]([C:50]7=[CH:62][C:61]=5[C:60]5[C:55]3=[CH:56][CH:57]=[CH:58][CH:59]=5)=[CH:48][CH:47]=[CH:46][CH:45]=8)[CH:3]=4)=[CH:38][CH:37]=[CH:36][CH:35]=6)[N:16]=2)[CH:32]=[CH:31][CH:30]=[CH:29][CH:28]=1, predict the reactants needed to synthesize it. The reactants are: Br[C:2]1[CH:3]=[C:4]2[C:12](=[CH:13][CH:14]=1)[N:11]([C:15]1[N:20]=[C:19]([C:21]3[CH:26]=[CH:25][CH:24]=[CH:23][CH:22]=3)[N:18]=[C:17]([C:27]3[CH:32]=[CH:31][CH:30]=[CH:29][CH:28]=3)[N:16]=1)[C:10]1[CH:9]=[C:8]3[C:33]([CH3:41])([CH3:40])[C:34]4[C:39]([C:7]3=[CH:6][C:5]2=1)=[CH:38][CH:37]=[CH:36][CH:35]=4.CC1(C)[C:51]2=[CH:52][C:53]3[NH:54][C:55]4[C:60]([C:61]=3[CH:62]=[C:50]2[C:49]2C1=[CH:45][CH:46]=[CH:47][CH:48]=2)=[CH:59][CH:58]=[CH:57][CH:56]=4.[C:73](P([C:73]([CH3:76])([CH3:75])[CH3:74])[C:73]([CH3:76])([CH3:75])[CH3:74])([CH3:76])([CH3:75])[CH3:74]. (4) Given the product [OH:8][N:9]1[C:14]2[N:15]=[CH:16][N:17]=[C:18]([CH3:19])[C:13]=2[C:12]([NH:20][CH2:21][C:22]2[CH:23]=[N:24][CH:25]=[C:26]([CH3:28])[CH:27]=2)=[CH:11][C:10]1=[O:29], predict the reactants needed to synthesize it. The reactants are: C([O:8][N:9]1[C:14]2[N:15]=[CH:16][N:17]=[C:18]([CH3:19])[C:13]=2[C:12]([NH:20][CH2:21][C:22]2[CH:23]=[N:24][CH:25]=[C:26]([CH3:28])[CH:27]=2)=[CH:11][C:10]1=[O:29])C1C=CC=CC=1.CO.[H][H]. (5) Given the product [N:26]([CH2:2][CH2:3][CH2:4][CH2:5][CH2:6][CH2:7][CH2:8][CH2:9][CH2:10][CH2:11][CH2:12][Si:13]([CH2:22][C:23](=[CH2:25])[CH3:24])([CH2:18][C:19](=[CH2:21])[CH3:20])[CH2:14][C:15](=[CH2:17])[CH3:16])=[N+:27]=[N-:28], predict the reactants needed to synthesize it. The reactants are: Cl[CH2:2][CH2:3][CH2:4][CH2:5][CH2:6][CH2:7][CH2:8][CH2:9][CH2:10][C:11]#[C:12][Si:13]([CH2:22][C:23](=[CH2:25])[CH3:24])([CH2:18][C:19](=[CH2:21])[CH3:20])[CH2:14][C:15](=[CH2:17])[CH3:16].[N-:26]=[N+:27]=[N-:28].[Na+]. (6) Given the product [CH2:26]([O:28][C:29](=[O:55])[CH2:30][N:31]1[C:37]2[CH:38]=[C:39]([O:44][CH3:45])[C:40]([O:42][CH3:43])=[CH:41][C:36]=2[C:35]([C:46]2[CH:51]=[CH:50][CH:49]=[C:48]([C:52]([NH2:53])=[O:2])[CH:47]=2)=[N:34][CH2:33][C:32]1=[O:54])[CH3:27], predict the reactants needed to synthesize it. The reactants are: C[O:2]C1C(OC)=CC2N(C)C(=O)CN=C(C3C=C(C=CC=3)C#N)C=2C=1.[CH2:26]([O:28][C:29](=[O:55])[CH2:30][N:31]1[C:37]2[CH:38]=[C:39]([O:44][CH3:45])[C:40]([O:42][CH3:43])=[CH:41][C:36]=2[C:35]([C:46]2[CH:51]=[CH:50][CH:49]=[C:48]([C:52]#[N:53])[CH:47]=2)=[N:34][CH2:33][C:32]1=[O:54])[CH3:27]. (7) Given the product [CH3:22][C:17]1[C:16]([C:10]2[C:11]([O:14][CH3:15])=[CH:12][C:13]3[C:4]4[N:3]([C@@H:24]([C:26]5[CH:31]=[CH:30][CH:29]=[CH:28][CH:27]=5)[CH3:25])[C:2]([N:32]5[CH2:37][CH2:36][CH2:35][CH2:34][CH2:33]5)=[N:23][C:5]=4[CH:6]=[N:7][C:8]=3[CH:9]=2)=[C:20]([CH3:21])[O:19][N:18]=1, predict the reactants needed to synthesize it. The reactants are: Cl[C:2]1[N:3]([C@@H:24]([C:26]2[CH:31]=[CH:30][CH:29]=[CH:28][CH:27]=2)[CH3:25])[C:4]2[C:13]3[CH:12]=[C:11]([O:14][CH3:15])[C:10]([C:16]4[C:17]([CH3:22])=[N:18][O:19][C:20]=4[CH3:21])=[CH:9][C:8]=3[N:7]=[CH:6][C:5]=2[N:23]=1.[NH:32]1[CH2:37][CH2:36][CH2:35][CH2:34][CH2:33]1.O. (8) Given the product [Cl:25][C:3]1[N:8]=[C:7]([N:9]2[C:13]3=[CH:14][C:15]([C:19]4[CH:24]=[CH:23][CH:22]=[CH:21][CH:20]=4)=[CH:16][C:17](=[O:18])[N:12]3[CH2:11][CH2:10]2)[CH:6]=[N:48][CH:41]=1, predict the reactants needed to synthesize it. The reactants are: CS[C:3]1[N:8]=[C:7]([N:9]2[C:13]3=[CH:14][C:15]([C:19]4[CH:24]=[CH:23][CH:22]=[CH:21][CH:20]=4)=[CH:16][C:17](=[O:18])[N:12]3[CH2:11][CH2:10]2)[CH:6]=CN=1.[Cl:25]C1N=CC=C(Cl)N=1.C1(C2C=[C:41]3[NH:48]CCN3C(=O)C=2)C=CC=CC=1. (9) The reactants are: C[O:2][C:3]([C:5]1[S:6][CH:7]=[CH:8][C:9]=1[N:10](S(C1C(C)=CC=CC=1)(=O)=O)[S:11]([C:14]1[C:15]([CH3:20])=[CH:16][CH:17]=[CH:18][CH:19]=1)(=[O:13])=[O:12])=[O:4].[OH-].[Na+].Cl. Given the product [C:15]1([CH3:20])[C:14]([S:11]([NH:10][C:9]2[CH:8]=[CH:7][S:6][C:5]=2[C:3]([OH:4])=[O:2])(=[O:13])=[O:12])=[CH:19][CH:18]=[CH:17][CH:16]=1, predict the reactants needed to synthesize it.